From a dataset of Reaction yield outcomes from USPTO patents with 853,638 reactions. Predict the reaction yield, written as a fraction of the theoretical maximum amount of product (1.0 means a 100% yield; for example, 0.34 means a 34% yield). The reactants are [O:1]1[CH2:6][CH2:5][N:4]([CH2:7][C:8]2[CH:9]=[C:10]([NH:18][C:19](=[O:27])OC3C=CC=CC=3)[CH:11]=[C:12]([C:14]([F:17])([F:16])[F:15])[CH:13]=2)[CH2:3][CH2:2]1.[CH3:28][O:29][C:30]1[CH:31]=[C:32]2[C:37](=[CH:38][C:39]=1[O:40][CH3:41])[N:36]=[CH:35][N:34]=[C:33]2[O:42][C:43]1[CH:44]=[C:45]([CH:47]=[CH:48][CH:49]=1)[NH2:46].C(N(C(C)C)CC)(C)C. The catalyst is CN(C1C=CN=CC=1)C. The yield is 0.320. The product is [CH3:28][O:29][C:30]1[CH:31]=[C:32]2[C:37](=[CH:38][C:39]=1[O:40][CH3:41])[N:36]=[CH:35][N:34]=[C:33]2[O:42][C:43]1[CH:44]=[C:45]([NH:46][C:19]([NH:18][C:10]2[CH:11]=[C:12]([C:14]([F:16])([F:15])[F:17])[CH:13]=[C:8]([CH2:7][N:4]3[CH2:5][CH2:6][O:1][CH2:2][CH2:3]3)[CH:9]=2)=[O:27])[CH:47]=[CH:48][CH:49]=1.